Dataset: Forward reaction prediction with 1.9M reactions from USPTO patents (1976-2016). Task: Predict the product of the given reaction. Given the reactants P.[C:2]([O:6][C:7](=[O:18])[C:8]1[CH:13]=[CH:12][C:11](Br)=[CH:10][C:9]=1[N+:15]([O-:17])=[O:16])([CH3:5])([CH3:4])[CH3:3].[CH3:19][N:20]1[CH2:24][CH2:23][CH2:22][C@H:21]1[CH2:25][OH:26], predict the reaction product. The product is: [CH3:19][N:20]1[CH2:24][CH2:23][CH2:22][C@H:21]1[CH2:25][O:26][C:11]1[CH:12]=[CH:13][C:8]([C:7]([O:6][C:2]([CH3:5])([CH3:4])[CH3:3])=[O:18])=[C:9]([N+:15]([O-:17])=[O:16])[CH:10]=1.